Dataset: Peptide-MHC class I binding affinity with 185,985 pairs from IEDB/IMGT. Task: Regression. Given a peptide amino acid sequence and an MHC pseudo amino acid sequence, predict their binding affinity value. This is MHC class I binding data. The peptide sequence is IPQFRTLVI. The binding affinity (normalized) is 0.566. The MHC is HLA-B51:01 with pseudo-sequence HLA-B51:01.